Dataset: Full USPTO retrosynthesis dataset with 1.9M reactions from patents (1976-2016). Task: Predict the reactants needed to synthesize the given product. (1) Given the product [O:20]=[C:18]1[C:17]2[C:16](=[CH:24][CH:23]=[CH:22][CH:21]=2)[C:15](=[O:25])[N:19]1[CH2:2][CH:3]([NH:7][C:8](=[O:14])[O:9][C:10]([CH3:13])([CH3:12])[CH3:11])[CH2:4][S:5][CH3:6], predict the reactants needed to synthesize it. The reactants are: O[CH2:2][CH:3]([NH:7][C:8](=[O:14])[O:9][C:10]([CH3:13])([CH3:12])[CH3:11])[CH2:4][S:5][CH3:6].[C:15]1(=[O:25])[NH:19][C:18](=[O:20])[C:17]2=[CH:21][CH:22]=[CH:23][CH:24]=[C:16]12.C1(P(C2C=CC=CC=2)C2C=CC=CC=2)C=CC=CC=1.CCOC(/N=N/C(OCC)=O)=O. (2) Given the product [CH3:21][C:22]1[CH:27]=[CH:26][CH:25]=[C:24]([CH3:28])[C:23]=1[C:3]#[C:2][CH2:1][O:4][CH2:5][CH2:6][N:7]1[C:19]2[C:18]3[CH:17]=[CH:16][CH:15]=[CH:14][C:13]=3[N:12]=[C:11]([NH2:20])[C:10]=2[N:9]=[CH:8]1, predict the reactants needed to synthesize it. The reactants are: [CH2:1]([O:4][CH2:5][CH2:6][N:7]1[C:19]2[C:18]3[CH:17]=[CH:16][CH:15]=[CH:14][C:13]=3[N:12]=[C:11]([NH2:20])[C:10]=2[N:9]=[CH:8]1)[C:2]#[CH:3].[CH3:21][C:22]1[CH:27]=[CH:26][CH:25]=[C:24]([CH3:28])[C:23]=1I. (3) Given the product [C:1]([N:4]1[C:12]2[C:7](=[CH:8][C:9]([C:13](=[O:15])[CH3:14])=[CH:10][CH:11]=2)[C:6](=[C:17]([O:20][CH2:21][CH3:22])[C:18]2[CH:9]=[CH:8][CH:7]=[CH:6][CH:5]=2)[C:5]1=[O:16])(=[O:3])[CH3:2], predict the reactants needed to synthesize it. The reactants are: [C:1]([N:4]1[C:12]2[C:7](=[CH:8][C:9]([C:13](=[O:15])[CH3:14])=[CH:10][CH:11]=2)[CH2:6][C:5]1=[O:16])(=[O:3])[CH3:2].[C:17]([O:20][C:21](=O)[CH3:22])(=O)[CH3:18].